From a dataset of NCI-60 drug combinations with 297,098 pairs across 59 cell lines. Regression. Given two drug SMILES strings and cell line genomic features, predict the synergy score measuring deviation from expected non-interaction effect. (1) Drug 1: C1=CN(C(=O)N=C1N)C2C(C(C(O2)CO)O)O.Cl. Drug 2: CN(C(=O)NC(C=O)C(C(C(CO)O)O)O)N=O. Cell line: ACHN. Synergy scores: CSS=65.6, Synergy_ZIP=-0.792, Synergy_Bliss=-0.934, Synergy_Loewe=-51.6, Synergy_HSA=-0.658. (2) Drug 1: C1CN(CCN1C(=O)CCBr)C(=O)CCBr. Drug 2: CN(C(=O)NC(C=O)C(C(C(CO)O)O)O)N=O. Cell line: SN12C. Synergy scores: CSS=9.71, Synergy_ZIP=-4.76, Synergy_Bliss=-0.348, Synergy_Loewe=-8.82, Synergy_HSA=-2.91. (3) Drug 1: CC1=C2C(C(=O)C3(C(CC4C(C3C(C(C2(C)C)(CC1OC(=O)C(C(C5=CC=CC=C5)NC(=O)OC(C)(C)C)O)O)OC(=O)C6=CC=CC=C6)(CO4)OC(=O)C)OC)C)OC. Drug 2: C(CC(=O)O)C(=O)CN.Cl. Cell line: HOP-92. Synergy scores: CSS=20.6, Synergy_ZIP=-8.18, Synergy_Bliss=-10.4, Synergy_Loewe=-7.38, Synergy_HSA=-6.16. (4) Drug 1: C1=CN(C=N1)CC(O)(P(=O)(O)O)P(=O)(O)O. Drug 2: C1C(C(OC1N2C=NC(=NC2=O)N)CO)O. Cell line: T-47D. Synergy scores: CSS=1.22, Synergy_ZIP=0.697, Synergy_Bliss=1.20, Synergy_Loewe=-0.802, Synergy_HSA=-2.85. (5) Drug 1: C1=CC(=C2C(=C1NCCNCCO)C(=O)C3=C(C=CC(=C3C2=O)O)O)NCCNCCO. Drug 2: CC1=CC2C(CCC3(C2CCC3(C(=O)C)OC(=O)C)C)C4(C1=CC(=O)CC4)C. Cell line: HCT116. Synergy scores: CSS=59.5, Synergy_ZIP=11.3, Synergy_Bliss=5.74, Synergy_Loewe=-33.6, Synergy_HSA=7.05.